This data is from Reaction yield outcomes from USPTO patents with 853,638 reactions. The task is: Predict the reaction yield, written as a fraction of the theoretical maximum amount of product (1.0 means a 100% yield; for example, 0.34 means a 34% yield). (1) The reactants are [CH2:1]([O:8][CH2:9][CH2:10][O:11][C:12]1[C:17]2[CH2:18][CH2:19][CH2:20][C:16]=2[N:15]=[C:14]([NH2:21])[N:13]=1)[C:2]1[CH:7]=[CH:6][CH:5]=[CH:4][CH:3]=1.Br[CH2:23][C:24](=O)[C:25]([O-:27])=[O:26].[CH2:29]1COC[CH2:30]1. The catalyst is C(O)C. The yield is 0.670. The product is [CH2:29]([O:27][C:25]([C:24]1[N:21]=[C:14]2[N:15]([C:16]3[CH2:20][CH2:19][CH2:18][C:17]=3[C:12]([O:11][CH2:10][CH2:9][O:8][CH2:1][C:2]3[CH:7]=[CH:6][CH:5]=[CH:4][CH:3]=3)=[N:13]2)[CH:23]=1)=[O:26])[CH3:30]. (2) The yield is 0.590. The product is [CH3:18][C:17]1[O:16][N:15]=[C:14]([C:19]2[CH:24]=[CH:23][CH:22]=[CH:21][CH:20]=2)[C:13]=1[C:10]1[O:9][C:8]([C:5]2[CH:6]=[CH:7][C:2]([NH:28][CH2:27][CH2:25][OH:26])=[N:3][CH:4]=2)=[N:12][N:11]=1. No catalyst specified. The reactants are Cl[C:2]1[CH:7]=[CH:6][C:5]([C:8]2[O:9][C:10]([C:13]3[C:14]([C:19]4[CH:24]=[CH:23][CH:22]=[CH:21][CH:20]=4)=[N:15][O:16][C:17]=3[CH3:18])=[N:11][N:12]=2)=[CH:4][N:3]=1.[CH2:25]([CH2:27][NH2:28])[OH:26].